Dataset: Catalyst prediction with 721,799 reactions and 888 catalyst types from USPTO. Task: Predict which catalyst facilitates the given reaction. The catalyst class is: 6. Reactant: [CH2:1]1[C:7]2[CH:8]=[C:9]([C:12]([OH:14])=[O:13])[CH:10]=[CH:11][C:6]=2[CH2:5][CH2:4][CH2:3][NH:2]1.[CH2:15](Br)[C:16]1[CH:21]=[CH:20][CH:19]=[CH:18][CH:17]=1.C(=O)([O-])[O-].[K+].[K+].CN(C=O)C. Product: [CH2:15]([N:2]1[CH2:3][CH2:4][CH2:5][C:6]2[CH:11]=[CH:10][C:9]([C:12]([OH:14])=[O:13])=[CH:8][C:7]=2[CH2:1]1)[C:16]1[CH:21]=[CH:20][CH:19]=[CH:18][CH:17]=1.